Task: Regression. Given a peptide amino acid sequence and an MHC pseudo amino acid sequence, predict their binding affinity value. This is MHC class I binding data.. Dataset: Peptide-MHC class I binding affinity with 185,985 pairs from IEDB/IMGT (1) The peptide sequence is APPHGGIAF. The MHC is HLA-A30:01 with pseudo-sequence HLA-A30:01. The binding affinity (normalized) is 0.0847. (2) The peptide sequence is YTDKIAMSY. The MHC is HLA-B45:06 with pseudo-sequence HLA-B45:06. The binding affinity (normalized) is 0.213. (3) The peptide sequence is CPASKKESVI. The MHC is HLA-B54:01 with pseudo-sequence HLA-B54:01. The binding affinity (normalized) is 0.280. (4) The peptide sequence is QDIENEEKI. The MHC is Mamu-A11 with pseudo-sequence Mamu-A11. The binding affinity (normalized) is 0.257.